This data is from Forward reaction prediction with 1.9M reactions from USPTO patents (1976-2016). The task is: Predict the product of the given reaction. (1) Given the reactants [C:1]12([NH2:11])[CH2:10][CH:5]3[CH2:6][CH:7]([CH2:9][CH:3]([CH2:4]3)[CH2:2]1)[CH2:8]2.C(O[C:17](=O)[N:18]([C:20]1[CH:25]=[CH:24][C:23]([CH:26]=O)=[CH:22][CH:21]=1)C)(C)(C)C.Cl, predict the reaction product. The product is: [C:1]12([NH:11][CH2:26][C:23]3[CH:24]=[CH:25][C:20]([NH:18][CH3:17])=[CH:21][CH:22]=3)[CH2:8][CH:7]3[CH2:6][CH:5]([CH2:4][CH:3]([CH2:9]3)[CH2:2]1)[CH2:10]2. (2) Given the reactants [CH2:1]([O:4][C:5]1[C:6]([CH2:38][CH3:39])=[C:7]([CH2:27][C:28]([N:30]([CH2:35][CH2:36][OH:37])[CH2:31][CH2:32][O:33][CH3:34])=[O:29])[C:8]([C:15](=[O:26])[C:16]2[CH:21]=[CH:20][C:19]([S:22]([CH3:25])(=[O:24])=[O:23])=[CH:18][CH:17]=2)=[C:9]([O:11][CH2:12][CH:13]=[CH2:14])[CH:10]=1)[CH:2]=[CH2:3].[H-].[Na+].[CH3:42]I.[Cl-].[NH4+], predict the reaction product. The product is: [CH2:1]([O:4][C:5]1[C:6]([CH2:38][CH3:39])=[C:7]([CH2:27][C:28]([N:30]([CH2:35][CH2:36][O:37][CH3:42])[CH2:31][CH2:32][O:33][CH3:34])=[O:29])[C:8]([C:15](=[O:26])[C:16]2[CH:17]=[CH:18][C:19]([S:22]([CH3:25])(=[O:23])=[O:24])=[CH:20][CH:21]=2)=[C:9]([O:11][CH2:12][CH:13]=[CH2:14])[CH:10]=1)[CH:2]=[CH2:3]. (3) Given the reactants Cl.[CH3:2][C@@H:3]([C@@H:10]1[C@@:14]2([CH3:32])[CH2:15][CH2:16][CH:17]3[C@@:22]4([CH3:31])[CH2:23][CH2:24][CH:25]([O:27]C([Cl:30])=O)[CH2:26][C:21]4=[CH:20][CH2:19][CH:18]3[CH:13]2[CH2:12][CH2:11]1)[CH2:4][CH2:5][CH2:6][CH:7]([CH3:9])[CH3:8], predict the reaction product. The product is: [ClH:30].[CH3:9][CH:7]([CH2:6][CH2:5][CH2:4][C@H:3]([C@@H:10]1[C@:14]2([CH3:32])[C@H:13]([C@H:18]3[C@H:17]([CH2:16][CH2:15]2)[C@:22]2([CH3:31])[C:21]([CH2:26][C@H:25]([CH2:24][CH2:23]2)[OH:27])=[CH:20][CH2:19]3)[CH2:12][CH2:11]1)[CH3:2])[CH3:8]. (4) Given the reactants [Li+].CCC[CH2-].[Cl:6][C:7]1[CH:8]=[N:9][CH:10]=[CH:11][CH:12]=1.[CH:13](OCC)=[O:14], predict the reaction product. The product is: [Cl:6][C:7]1[CH:8]=[N:9][CH:10]=[CH:11][C:12]=1[CH:13]=[O:14]. (5) Given the reactants [CH2:1]([NH2:8])[C:2]1[CH:7]=[CH:6][CH:5]=[CH:4][CH:3]=1.CCN(CC)CC.[Cl:16][CH2:17][CH2:18][CH2:19][S:20](Cl)(=[O:22])=[O:21], predict the reaction product. The product is: [CH2:1]([NH:8][S:20]([CH2:19][CH2:18][CH2:17][Cl:16])(=[O:22])=[O:21])[C:2]1[CH:7]=[CH:6][CH:5]=[CH:4][CH:3]=1. (6) Given the reactants [F:1][C:2]1[CH:3]=[C:4]([C@H:10]2[CH2:14][CH2:13][CH2:12][N:11]2[C:15]2[CH:20]=[CH:19][N:18]3[N:21]=[CH:22][C:23]([C:24]([OH:26])=O)=[C:17]3[N:16]=2)[C:5]([O:8][CH3:9])=[N:6][CH:7]=1.[NH3:27], predict the reaction product. The product is: [F:1][C:2]1[CH:3]=[C:4]([C@H:10]2[CH2:14][CH2:13][CH2:12][N:11]2[C:15]2[CH:20]=[CH:19][N:18]3[N:21]=[CH:22][C:23]([C:24]([NH2:27])=[O:26])=[C:17]3[N:16]=2)[C:5]([O:8][CH3:9])=[N:6][CH:7]=1.